This data is from Reaction yield outcomes from USPTO patents with 853,638 reactions. The task is: Predict the reaction yield, written as a fraction of the theoretical maximum amount of product (1.0 means a 100% yield; for example, 0.34 means a 34% yield). (1) The reactants are [C:1]1([NH:7][CH2:8][CH2:9][NH2:10])[CH:6]=[CH:5][CH:4]=[CH:3][CH:2]=1.[N:11]#[C:12][Br:13]. The catalyst is C(O)C. The product is [BrH:13].[C:1]1([N:7]2[CH2:8][CH2:9][N:10]=[C:12]2[NH2:11])[CH:6]=[CH:5][CH:4]=[CH:3][CH:2]=1. The yield is 0.670. (2) The reactants are [CH2:1]([S:3]([C:6]1[CH:7]=[C:8]([C:28]([OH:30])=O)[C:9]2[NH:13][C:12]([NH:14][C:15]([C:17]3[N:18]=[CH:19][C:20]4[C:25]([CH:26]=3)=[CH:24][CH:23]=[CH:22][CH:21]=4)=[O:16])=[N:11][C:10]=2[CH:27]=1)(=[O:5])=[O:4])[CH3:2].CN(C(ON1N=NC2C=CC=CC1=2)=[N+](C)C)C.F[P-](F)(F)(F)(F)F.CCN(C(C)C)C(C)C.S(O)(O)(=O)=O.[NH2:69][C:70]1[NH:71][CH:72]=[CH:73][N:74]=1. The catalyst is CN(C=O)C.[Cl-].[Na+].O. The product is [CH2:1]([S:3]([C:6]1[CH:7]=[C:8]([C:28](=[O:30])[NH:69][C:70]2[NH:71][CH:72]=[CH:73][N:74]=2)[C:9]2[NH:13][C:12]([NH:14][C:15]([C:17]3[N:18]=[CH:19][C:20]4[C:25]([CH:26]=3)=[CH:24][CH:23]=[CH:22][CH:21]=4)=[O:16])=[N:11][C:10]=2[CH:27]=1)(=[O:5])=[O:4])[CH3:2]. The yield is 0.570.